From a dataset of Reaction yield outcomes from USPTO patents with 853,638 reactions. Predict the reaction yield, written as a fraction of the theoretical maximum amount of product (1.0 means a 100% yield; for example, 0.34 means a 34% yield). (1) The reactants are Br[C:2]1[CH:3]=[C:4]([O:10][C:11]2[N:15]([CH2:16][CH3:17])[N:14]=[CH:13][CH:12]=2)[C:5]([C:8]#[N:9])=[N:6][CH:7]=1.C(=O)([O-])[O-].[Cs+].[Cs+].[N:24]1[CH:29]=[CH:28][CH:27]=[CH:26][C:25]=1[SH:30]. The catalyst is CN(C=O)C. The product is [CH2:16]([N:15]1[C:11]([O:10][C:4]2[C:5]([C:8]#[N:9])=[N:6][CH:7]=[C:2]([S:30][C:25]3[CH:26]=[CH:27][CH:28]=[CH:29][N:24]=3)[CH:3]=2)=[CH:12][CH:13]=[N:14]1)[CH3:17]. The yield is 0.930. (2) The reactants are [S:1]1[C:5]2[CH:6]=[CH:7][CH:8]=[CH:9][C:4]=2[N:3]=[C:2]1[C:10]1[C:14]2[CH:15]=[CH:16][CH:17]=[CH:18][C:13]=2[O:12][C:11]=1[C:19]([O:21]CC)=O.[NH3:24]. The catalyst is CO. The product is [S:1]1[C:5]2[CH:6]=[CH:7][CH:8]=[CH:9][C:4]=2[N:3]=[C:2]1[C:10]1[C:14]2[CH:15]=[CH:16][CH:17]=[CH:18][C:13]=2[O:12][C:11]=1[C:19]([NH2:24])=[O:21]. The yield is 0.960. (3) The reactants are Br[C:2]1[CH:7]=[CH:6][C:5]([O:8][CH3:9])=[C:4]([O:10][CH2:11][CH3:12])[CH:3]=1.[Li]C(C)(C)C.[B:18](OC(C)C)([O:23]C(C)C)[O:19]C(C)C.Cl. The catalyst is C1COCC1.O. The product is [CH2:11]([O:10][C:4]1[CH:3]=[C:2]([B:18]([OH:23])[OH:19])[CH:7]=[CH:6][C:5]=1[O:8][CH3:9])[CH3:12]. The yield is 0.930. (4) The reactants are Br[CH2:2][CH2:3][CH2:4][CH2:5][C:6]([CH3:21])([C:15]1[CH:20]=[CH:19][CH:18]=[CH:17][CH:16]=1)[CH2:7][O:8][CH:9]1[CH2:14][CH2:13][CH2:12][CH2:11][O:10]1.[Br:22][CH2:23]CCCCC(C)(C1C=CC=CC=1)CO.O1C=CCCC1. The catalyst is O.C1(C)C=CC(S(O)(=O)=O)=CC=1. The product is [Br:22][CH2:23][CH2:2][CH2:3][CH2:4][CH2:5][C:6]([CH3:21])([C:15]1[CH:20]=[CH:19][CH:18]=[CH:17][CH:16]=1)[CH2:7][O:8][CH:9]1[CH2:14][CH2:13][CH2:12][CH2:11][O:10]1. The yield is 0.760. (5) The reactants are [NH2:1][C:2]1[CH:9]=[CH:8][CH:7]=[C:6](Br)[C:3]=1[C:4]#[N:5].[CH3:11][O:12][C:13]1[CH:14]=[C:15](B(O)O)[CH:16]=[CH:17][CH:18]=1.C(=O)([O-])[O-].[K+].[K+]. The catalyst is O1CCOCC1. The product is [NH2:1][C:2]1[CH:9]=[CH:8][CH:7]=[C:6]([C:17]2[CH:16]=[CH:15][CH:14]=[C:13]([O:12][CH3:11])[CH:18]=2)[C:3]=1[C:4]#[N:5]. The yield is 0.800. (6) The reactants are [NH:1]1[CH2:6][CH2:5][CH:4]([C:7]([OH:9])=[O:8])[CH2:3][CH2:2]1.[Cl:10][C:11]1[C:29]([CH3:30])=[CH:28][C:14]2[N:15]=[C:16]3[C:21]([N:22]([CH2:23][CH:24]=O)[C:13]=2[CH:12]=1)=[N:20][C:19](=[O:26])[NH:18][C:17]3=[O:27].[BH3-]C#N.[Na+]. The catalyst is C(O)(=O)C.CO. The product is [Cl:10][C:11]1[C:29]([CH3:30])=[CH:28][C:14]2[N:15]=[C:16]3[C:21]([N:22]([CH2:23][CH2:24][N:1]4[CH2:6][CH2:5][CH:4]([C:7]([OH:9])=[O:8])[CH2:3][CH2:2]4)[C:13]=2[CH:12]=1)=[N:20][C:19](=[O:26])[NH:18][C:17]3=[O:27]. The yield is 0.500. (7) The reactants are [CH2:1]([O:3][C:4](=[O:17])[C:5]1[CH:10]=[C:9]([C:11]([F:14])([F:13])[F:12])[C:8](Cl)=[CH:7][C:6]=1[NH2:16])[CH3:2].[CH:18]([B-](F)(F)F)=[CH2:19].[K+].C(=O)([O-])[O-].[K+].[K+].C(OCC)(=O)C. The catalyst is C1(C)C=CC=CC=1.C([O-])(=O)C.[Pd+2].C([O-])(=O)C. The product is [CH2:1]([O:3][C:4](=[O:17])[C:5]1[CH:10]=[C:9]([C:11]([F:14])([F:13])[F:12])[C:8]([CH:18]=[CH2:19])=[CH:7][C:6]=1[NH2:16])[CH3:2]. The yield is 0.910.